Dataset: Aqueous solubility values for 9,982 compounds from the AqSolDB database. Task: Regression/Classification. Given a drug SMILES string, predict its absorption, distribution, metabolism, or excretion properties. Task type varies by dataset: regression for continuous measurements (e.g., permeability, clearance, half-life) or binary classification for categorical outcomes (e.g., BBB penetration, CYP inhibition). For this dataset (solubility_aqsoldb), we predict Y. The compound is COCCOCCOc1cc(Nc2c(C)cc(C)c(S(=O)(=O)[O-])c2C)c2c(c1N)C(=O)c1ccccc1C2=O.[Na+]. The Y is 0.239 log mol/L.